This data is from Peptide-MHC class I binding affinity with 185,985 pairs from IEDB/IMGT. The task is: Regression. Given a peptide amino acid sequence and an MHC pseudo amino acid sequence, predict their binding affinity value. This is MHC class I binding data. The peptide sequence is LADQLIHLHY. The binding affinity (normalized) is 0. The MHC is HLA-A68:02 with pseudo-sequence HLA-A68:02.